Dataset: Catalyst prediction with 721,799 reactions and 888 catalyst types from USPTO. Task: Predict which catalyst facilitates the given reaction. (1) Reactant: [C:1]([O:5][C:6]([N:8]1[CH2:13][CH2:12][CH:11]([N:14]2[C@H:18]([C:19]3[CH:24]=[CH:23][CH:22]=[CH:21][CH:20]=3)[CH2:17][NH:16][C:15]2=[O:25])[CH2:10][CH2:9]1)=[O:7])([CH3:4])([CH3:3])[CH3:2].[H-].[Na+].[CH3:28][N:29]([CH3:33])[C:30](Cl)=[O:31]. Product: [C:1]([O:5][C:6]([N:8]1[CH2:9][CH2:10][CH:11]([N:14]2[C@H:18]([C:19]3[CH:20]=[CH:21][CH:22]=[CH:23][CH:24]=3)[CH2:17][N:16]([C:30](=[O:31])[N:29]([CH3:33])[CH3:28])[C:15]2=[O:25])[CH2:12][CH2:13]1)=[O:7])([CH3:4])([CH3:2])[CH3:3]. The catalyst class is: 1. (2) Reactant: [CH3:1][C:2]([CH2:6][OH:7])([CH2:4][OH:5])[CH3:3].O.C1(C)C=CC(S(O)(=O)=O)=CC=1.[CH2:20]([O:27][C:28]1[CH:35]=[CH:34][C:31]([CH:32]=O)=[CH:30][C:29]=1[O:36][CH2:37][CH2:38][CH3:39])[C:21]1[CH:26]=[CH:25][CH:24]=[CH:23][CH:22]=1. Product: [CH2:20]([O:27][C:28]1[CH:35]=[CH:34][C:31]([CH:32]2[O:7][CH2:6][C:2]([CH3:3])([CH3:1])[CH2:4][O:5]2)=[CH:30][C:29]=1[O:36][CH2:37][CH2:38][CH3:39])[C:21]1[CH:22]=[CH:23][CH:24]=[CH:25][CH:26]=1. The catalyst class is: 11. (3) Reactant: C(OC([N:8]1[CH2:13][CH2:12][CH:11]([O:14][CH2:15][CH:16]2[CH2:18][CH2:17]2)[CH2:10][CH2:9]1)=O)(C)(C)C.C(O)(C(F)(F)F)=O. Product: [CH:16]1([CH2:15][O:14][CH:11]2[CH2:12][CH2:13][NH:8][CH2:9][CH2:10]2)[CH2:17][CH2:18]1. The catalyst class is: 2. (4) The catalyst class is: 7. Product: [CH3:13][O:14][C:15](=[O:42])[CH2:16][C:17]1[CH:18]=[CH:19][C:20]([C:23]#[C:24][C:25]2[CH:30]=[C:29]([C:31]([CH3:32])([CH3:34])[CH3:33])[C:28]([O:35][CH:36]([CH3:38])[CH3:37])=[C:27]([C:39]#[CH:8])[C:26]=2[CH3:41])=[CH:21][CH:22]=1. Reactant: C[Si](C=[N+]=[N-])(C)C.[CH2:8]([Li])CCC.[CH3:13][O:14][C:15](=[O:42])[CH2:16][C:17]1[CH:22]=[CH:21][C:20]([C:23]#[C:24][C:25]2[CH:30]=[C:29]([C:31]([CH3:34])([CH3:33])[CH3:32])[C:28]([O:35][CH:36]([CH3:38])[CH3:37])=[C:27]([CH:39]=O)[C:26]=2[CH3:41])=[CH:19][CH:18]=1. (5) Reactant: Br[C:2]1[CH:7]=[CH:6][CH:5]=[CH:4][N:3]=1.C([Li])CCC.N1C=CC=CC=1[Li].[CH2:20]([Si:23](Cl)([CH3:25])[CH3:24])[CH:21]=[CH2:22]. Product: [CH2:20]([Si:23]([CH3:25])([CH3:24])[C:2]1[CH:7]=[CH:6][CH:5]=[CH:4][N:3]=1)[CH:21]=[CH2:22]. The catalyst class is: 316. (6) Reactant: [Cl:1][C:2]1[CH:7]=[CH:6][C:5]([OH:8])=[C:4]([I:9])[CH:3]=1.C(=O)([O-])[O-].[K+].[K+].[CH2:16](Br)[CH:17]=[CH:18][CH3:19]. Product: [Cl:1][C:2]1[CH:7]=[CH:6][C:5]([O:8][CH2:16][CH:17]=[CH:18][CH3:19])=[C:4]([I:9])[CH:3]=1. The catalyst class is: 3. (7) Reactant: [C:1](=O)([O-])[O-].[Cs+].[Cs+].[CH2:7]([C:9]1[CH:14]=[CH:13][C:12]([OH:15])=[C:11]([C:16]2[CH:21]=[CH:20][CH:19]=[CH:18][N:17]=2)[CH:10]=1)[CH3:8].[CH3:22][O:23][C:24](=[O:43])[CH2:25][CH2:26][C:27]1[CH:32]=[CH:31][C:30]([O:33][CH2:34][CH2:35][C@@H:36](OS(C)(=O)=O)[CH3:37])=[CH:29][CH:28]=1. Product: [CH3:22][O:23][C:24](=[O:43])[CH2:25][CH2:26][C:27]1[CH:32]=[CH:31][C:30]([O:33][CH2:34][CH2:35][C@@H:36]([O:15][C:12]2[CH:13]=[CH:14][C:9]([CH2:7][CH3:8])=[CH:10][C:11]=2[C:16]2[CH:21]=[CH:20][CH:19]=[CH:18][N:17]=2)[CH3:37])=[CH:29][C:28]=1[CH3:1]. The catalyst class is: 3. (8) Reactant: [F:1][C:2]1[CH:23]=[CH:22][CH:21]=[C:20]([F:24])[C:3]=1[CH2:4][O:5][C:6]1[C:7]2[N:8]([C:13]([C:17]([OH:19])=O)=[C:14]([CH3:16])[N:15]=2)[CH:9]=[C:10]([CH3:12])[CH:11]=1.CN(C(ON1N=NC2C=CC=NC1=2)=[N+](C)C)C.F[P-](F)(F)(F)(F)F.C(N(CC)C(C)C)(C)C.Cl.Cl.Cl.[CH3:61][C:62]([NH2:72])([CH2:65][C:66]1[CH:71]=[CH:70][CH:69]=[CH:68][N:67]=1)[CH2:63][NH2:64].C(#N)C.C(O)(C(F)(F)F)=O. Product: [NH2:72][C:62]([CH3:61])([CH2:65][C:66]1[CH:71]=[CH:70][CH:69]=[CH:68][N:67]=1)[CH2:63][NH:64][C:17]([C:13]1[N:8]2[CH:9]=[C:10]([CH3:12])[CH:11]=[C:6]([O:5][CH2:4][C:3]3[C:20]([F:24])=[CH:21][CH:22]=[CH:23][C:2]=3[F:1])[C:7]2=[N:15][C:14]=1[CH3:16])=[O:19]. The catalyst class is: 3.